Predict the reactants needed to synthesize the given product. From a dataset of Full USPTO retrosynthesis dataset with 1.9M reactions from patents (1976-2016). (1) Given the product [CH3:1][O:2][C:3]([C:5]1[C:14]([F:15])=[C:13]2[C:8]([CH2:9][C:10]([CH3:24])([CH3:23])[CH:11]([C:16]3[CH:21]=[CH:20][CH:19]=[C:18]([N:25]4[CH2:30][CH2:29][O:28][CH2:27][CH2:26]4)[CH:17]=3)[NH:12]2)=[CH:7][CH:6]=1)=[O:4], predict the reactants needed to synthesize it. The reactants are: [CH3:1][O:2][C:3]([C:5]1[C:14]([F:15])=[C:13]2[C:8]([CH2:9][C:10]([CH3:24])([CH3:23])[CH:11]([C:16]3[CH:21]=[CH:20][CH:19]=[C:18](Br)[CH:17]=3)[NH:12]2)=[CH:7][CH:6]=1)=[O:4].[NH:25]1[CH2:30][CH2:29][O:28][CH2:27][CH2:26]1.Cl.CN(C)CC(O)=O.C(=O)([O-])[O-].[K+].[K+]. (2) Given the product [Br:21][C:12]1[CH:13]=[C:14]([CH:19]=[CH:20][C:11]=1[CH:5]1[S:2](=[O:4])(=[O:3])[NH:1][C:7](=[O:8])[CH2:6]1)[C:15]([O:17][CH3:18])=[O:16], predict the reactants needed to synthesize it. The reactants are: [NH2:1][S:2]([CH:5]([C:11]1[CH:20]=[CH:19][C:14]([C:15]([O:17][CH3:18])=[O:16])=[CH:13][C:12]=1[Br:21])[CH2:6][C:7](OC)=[O:8])(=[O:4])=[O:3].C[O-].[Na+].